From a dataset of Catalyst prediction with 721,799 reactions and 888 catalyst types from USPTO. Predict which catalyst facilitates the given reaction. (1) Reactant: [CH3:1][O:2][C:3]1[CH:8]=[CH:7][C:6]([NH:9][C:10]2[N:11]=[N:12][C:13]([CH:16]([NH:18][C:19](=O)[CH:20]([C:22]3[CH:27]=[CH:26][CH:25]=[CH:24][CH:23]=3)[CH3:21])[CH3:17])=[CH:14][N:15]=2)=[CH:5][CH:4]=1.N1C=NC=N1.P(Cl)(Cl)(Cl)=O. Product: [CH3:17][C:16]1[N:18]=[C:19]([CH:20]([C:22]2[CH:27]=[CH:26][CH:25]=[CH:24][CH:23]=2)[CH3:21])[N:12]2[C:13]=1[CH:14]=[N:15][C:10]([NH:9][C:6]1[CH:7]=[CH:8][C:3]([O:2][CH3:1])=[CH:4][CH:5]=1)=[N:11]2. The catalyst class is: 17. (2) Reactant: [O:1]=[C:2]([C:8]1[CH:13]=[CH:12][CH:11]=[CH:10][CH:9]=1)[CH2:3][CH2:4][C:5]([OH:7])=O.CC[N:16]([CH:20]([CH3:22])[CH3:21])C(C)C.C[N:24](C)[CH:25]=[O:26]. Product: [O:1]=[C:2]([C:8]1[CH:13]=[CH:12][CH:11]=[CH:10][CH:9]=1)[CH2:3][CH2:4][C:5]([NH:16][C:20]1[CH:22]=[CH:8][CH:2]=[C:3]([CH2:4][CH2:22][C:20]2[C:21]3[CH2:13][CH2:12][CH2:11][CH2:10][C:9]=3[C:25](=[O:26])[NH:24][N:16]=2)[CH:21]=1)=[O:7]. The catalyst class is: 5. (3) Reactant: [CH2:1]([O:5][C:6]1[N:14]=[C:13]2[C:9]([N:10]=[C:11]([O:27]C)[N:12]2[CH2:15][CH2:16][N:17]2[CH2:22][CH2:21][CH:20]([C:23]([O:25][CH3:26])=[O:24])[CH2:19][CH2:18]2)=[C:8]([NH2:29])[N:7]=1)[CH2:2][CH2:3][CH3:4]. Product: [CH2:1]([O:5][C:6]1[N:14]=[C:13]2[C:9]([NH:10][C:11](=[O:27])[N:12]2[CH2:15][CH2:16][N:17]2[CH2:18][CH2:19][CH:20]([C:23]([O:25][CH3:26])=[O:24])[CH2:21][CH2:22]2)=[C:8]([NH2:29])[N:7]=1)[CH2:2][CH2:3][CH3:4]. The catalyst class is: 209.